Dataset: Reaction yield outcomes from USPTO patents with 853,638 reactions. Task: Predict the reaction yield, written as a fraction of the theoretical maximum amount of product (1.0 means a 100% yield; for example, 0.34 means a 34% yield). The reactants are C1(S([N:10]2[CH:14]=[CH:13][C:12]([C:15]([C:17]3[CH:18]=[CH:19][C:20]([Cl:27])=[C:21]([S:23]([NH2:26])(=[O:25])=[O:24])[CH:22]=3)=[O:16])=[CH:11]2)(=O)=O)C=CC=CC=1. The catalyst is CO.[OH-].[Na+]. The product is [Cl:27][C:20]1[CH:19]=[CH:18][C:17]([C:15]([C:12]2[CH:13]=[CH:14][NH:10][CH:11]=2)=[O:16])=[CH:22][C:21]=1[S:23]([NH2:26])(=[O:24])=[O:25]. The yield is 0.660.